Dataset: Catalyst prediction with 721,799 reactions and 888 catalyst types from USPTO. Task: Predict which catalyst facilitates the given reaction. (1) Reactant: CO.[CH3:3][C:4]([CH3:41])([CH3:40])[CH2:5][CH2:6][NH:7][C:8]([NH:10][C:11]1[CH:16]=[CH:15][C:14]([O:17][C:18]2[C:27]3[C:22](=[CH:23][C:24]([O:30][CH2:31][CH2:32][N:33]4[CH2:38][CH2:37][CH2:36][CH2:35][CH2:34]4)=[C:25]([O:28][CH3:29])[CH:26]=3)[N:21]=[CH:20][CH:19]=2)=[CH:13][C:12]=1[F:39])=[O:9].[ClH:42].CO. Product: [ClH:42].[CH3:3][C:4]([CH3:41])([CH3:40])[CH2:5][CH2:6][NH:7][C:8]([NH:10][C:11]1[CH:16]=[CH:15][C:14]([O:17][C:18]2[C:27]3[C:22](=[CH:23][C:24]([O:30][CH2:31][CH2:32][N:33]4[CH2:38][CH2:37][CH2:36][CH2:35][CH2:34]4)=[C:25]([O:28][CH3:29])[CH:26]=3)[N:21]=[CH:20][CH:19]=2)=[CH:13][C:12]=1[F:39])=[O:9]. The catalyst class is: 22. (2) Reactant: C(Cl)(=O)C(Cl)=O.CS(C)=O.[O:11]1[C:15]2[CH:16]=[CH:17][CH:18]=[C:19]([C:20]([CH3:31])([CH3:30])[CH2:21][C:22]([OH:29])([C:25]([F:28])([F:27])[F:26])[CH2:23][OH:24])[C:14]=2[O:13][CH2:12]1.C(N(CC)CC)C. The catalyst class is: 4. Product: [O:11]1[C:15]2[CH:16]=[CH:17][CH:18]=[C:19]([C:20]([CH3:31])([CH3:30])[CH2:21][C:22]([OH:29])([C:25]([F:28])([F:27])[F:26])[CH:23]=[O:24])[C:14]=2[O:13][CH2:12]1. (3) Reactant: [CH3:1][O:2][C:3]1[CH:75]=[C:74]([O:76][CH3:77])[CH:73]=[C:72]([O:78][CH3:79])[C:4]=1/[CH:5]=[CH:6]/[CH:7]([S:31]([CH:34](/[CH:58]=[CH:59]/[C:60]1[C:65]([O:66][CH3:67])=[CH:64][C:63]([O:68][CH3:69])=[CH:62][C:61]=1[O:70][CH3:71])[C:35]1[CH:40]=[CH:39][C:38]([O:41][CH3:42])=[C:37]([NH:43][C:44](=[O:57])[C:45]2[CH:50]=[C:49]([N+:51]([O-])=O)[CH:48]=[C:47]([N+:54]([O-])=O)[CH:46]=2)[CH:36]=1)(=[O:33])=[O:32])[C:8]1[CH:13]=[CH:12][C:11]([O:14][CH3:15])=[C:10]([NH:16][C:17](=[O:30])[C:18]2[CH:23]=[C:22]([N+:24]([O-])=O)[CH:21]=[C:20]([N+:27]([O-])=O)[CH:19]=2)[CH:9]=1.S(S([O-])=O)([O-])=O.[Na+].[Na+].O.[O-]S([O-])(=O)=O.[Na+].[Na+]. Product: [CH3:79][O:78][C:72]1[CH:73]=[C:74]([O:76][CH3:77])[CH:75]=[C:3]([O:2][CH3:1])[C:4]=1/[CH:5]=[CH:6]/[CH:7]([S:31]([CH:34](/[CH:58]=[CH:59]/[C:60]1[C:61]([O:70][CH3:71])=[CH:62][C:63]([O:68][CH3:69])=[CH:64][C:65]=1[O:66][CH3:67])[C:35]1[CH:40]=[CH:39][C:38]([O:41][CH3:42])=[C:37]([NH:43][C:44](=[O:57])[C:45]2[CH:50]=[C:49]([NH2:51])[CH:48]=[C:47]([NH2:54])[CH:46]=2)[CH:36]=1)(=[O:32])=[O:33])[C:8]1[CH:13]=[CH:12][C:11]([O:14][CH3:15])=[C:10]([NH:16][C:17](=[O:30])[C:18]2[CH:19]=[C:20]([NH2:27])[CH:21]=[C:22]([NH2:24])[CH:23]=2)[CH:9]=1. The catalyst class is: 283. (4) Reactant: [F:1][C@H:2]1[C@@H:7]([O:8][C:9]2[CH:16]=[CH:15][C:14]([C:17]3[N:22]=[C:21]([NH:23][C:24]4[CH:29]=[CH:28][C:27]([N:30]5[CH2:35][CH2:34][N:33]([CH:36]6[CH2:39][O:38][CH2:37]6)[CH2:32][CH2:31]5)=[CH:26][CH:25]=4)[N:20]=[CH:19][N:18]=3)=[CH:13][C:10]=2[C:11]#[N:12])[CH2:6][CH2:5][NH:4][CH2:3]1.Cl.Cl.[F:42][C@@H:43]1[CH2:47][CH2:46][NH:45][CH2:44]1.[C:48](Cl)(Cl)=[O:49]. Product: [F:1][C@H:2]1[C@@H:7]([O:8][C:9]2[CH:16]=[CH:15][C:14]([C:17]3[N:22]=[C:21]([NH:23][C:24]4[CH:29]=[CH:28][C:27]([N:30]5[CH2:31][CH2:32][N:33]([CH:36]6[CH2:39][O:38][CH2:37]6)[CH2:34][CH2:35]5)=[CH:26][CH:25]=4)[N:20]=[CH:19][N:18]=3)=[CH:13][C:10]=2[C:11]#[N:12])[CH2:6][CH2:5][N:4]([C:48]([N:45]2[CH2:46][CH2:47][C@@H:43]([F:42])[CH2:44]2)=[O:49])[CH2:3]1. The catalyst class is: 3. (5) Reactant: C(OC[N:10]1[C:14](=[O:15])[CH:13]([CH3:16])[N:12]([C:17]2[CH:22]=[CH:21][C:20]([C:23]([N:25]3[CH2:30][CH2:29][N:28]([C:31]4[C:36]([CH3:37])=[CH:35][C:34]([CH:38]5[CH2:40][CH2:39]5)=[CH:33][N:32]=4)[CH2:27][CH2:26]3)=[O:24])=[C:19]([F:41])[CH:18]=2)[C:11]1=[O:42])C1C=CC=CC=1.C(O)=O. The catalyst class is: 129. Product: [CH:38]1([C:34]2[CH:35]=[C:36]([CH3:37])[C:31]([N:28]3[CH2:29][CH2:30][N:25]([C:23]([C:20]4[CH:21]=[CH:22][C:17]([N:12]5[CH:13]([CH3:16])[C:14](=[O:15])[NH:10][C:11]5=[O:42])=[CH:18][C:19]=4[F:41])=[O:24])[CH2:26][CH2:27]3)=[N:32][CH:33]=2)[CH2:40][CH2:39]1. (6) Reactant: [H-].[Na+].Cl.[CH:4]([NH2:6])=[NH:5].[F:7][C:8]1[CH:9]=[C:10]([C:15](=[O:38])[C:16](=[C:29]2[NH:33][C:32]3[CH:34]=[CH:35][CH:36]=[CH:37][C:31]=3[NH:30]2)[C:17]([C:19]2[CH:20]=[C:21]([S:25](Cl)(=[O:27])=[O:26])[CH:22]=[CH:23][CH:24]=2)=[O:18])[CH:11]=[C:12]([F:14])[CH:13]=1.[Cl-].[NH4+]. Product: [F:7][C:8]1[CH:9]=[C:10]([C:15](=[O:38])[C:16](=[C:29]2[NH:30][C:31]3[CH:37]=[CH:36][CH:35]=[CH:34][C:32]=3[NH:33]2)[C:17]([C:19]2[CH:20]=[C:21]([S:25]([NH:5][CH:4]=[NH:6])(=[O:26])=[O:27])[CH:22]=[CH:23][CH:24]=2)=[O:18])[CH:11]=[C:12]([F:14])[CH:13]=1. The catalyst class is: 3. (7) Reactant: [C:1]([O:5][C:6]([N:8]1[CH2:15][CH:14]2[N:16](CC3C=CC=CC=3)[CH:10]([CH2:11][N:12](CC3C=CC=CC=3)[CH2:13]2)[CH2:9]1)=[O:7])([CH3:4])([CH3:3])[CH3:2]. Product: [C:1]([O:5][C:6]([N:8]1[CH2:9][CH:10]2[NH:16][CH:14]([CH2:13][NH:12][CH2:11]2)[CH2:15]1)=[O:7])([CH3:4])([CH3:2])[CH3:3]. The catalyst class is: 50. (8) Reactant: C([O:3][C:4](=[O:34])[CH:5]([CH2:19][C:20]1[CH:21]=[N:22][C:23]([NH:26][C:27]([O:29][C:30]([CH3:33])([CH3:32])[CH3:31])=[O:28])=[CH:24][CH:25]=1)[CH2:6][P:7]([OH:18])([CH2:9][CH2:10][CH2:11][C:12]1[CH:17]=[CH:16][CH:15]=[CH:14][CH:13]=1)=[O:8])C.[Li+].[OH-].C(OC(=O)C)C. Product: [C:30]([O:29][C:27]([NH:26][C:23]1[N:22]=[CH:21][C:20]([CH2:19][CH:5]([CH2:6][P:7]([OH:18])([CH2:9][CH2:10][CH2:11][C:12]2[CH:13]=[CH:14][CH:15]=[CH:16][CH:17]=2)=[O:8])[C:4]([OH:34])=[O:3])=[CH:25][CH:24]=1)=[O:28])([CH3:33])([CH3:31])[CH3:32]. The catalyst class is: 144.